This data is from Full USPTO retrosynthesis dataset with 1.9M reactions from patents (1976-2016). The task is: Predict the reactants needed to synthesize the given product. (1) Given the product [Cl:1][C:2]1[CH:7]=[CH:6][N:5]=[C:4]([CH2:8][NH:9][C:10]2[O:11][C:12]3[C:18]([O:19][CH3:20])=[CH:17][C:16]([C:21]([N:31]4[CH2:32][C@H:28]([O:27][CH:24]5[CH2:25][CH2:26]5)[CH2:29][C@H:30]4[CH2:33][OH:34])=[O:23])=[CH:15][C:13]=3[N:14]=2)[CH:3]=1, predict the reactants needed to synthesize it. The reactants are: [Cl:1][C:2]1[CH:7]=[CH:6][N:5]=[C:4]([CH2:8][NH:9][C:10]2[O:11][C:12]3[C:18]([O:19][CH3:20])=[CH:17][C:16]([C:21]([OH:23])=O)=[CH:15][C:13]=3[N:14]=2)[CH:3]=1.[CH:24]1([O:27][C@H:28]2[CH2:32][NH:31][C@H:30]([CH2:33][OH:34])[CH2:29]2)[CH2:26][CH2:25]1.C(N(CC)C(C)C)(C)C.CN(C(ON1N=NC2C=CC=NC1=2)=[N+](C)C)C.F[P-](F)(F)(F)(F)F. (2) Given the product [Si:20]([O:13][CH2:12][CH2:11][CH:10]([C:7]1[CH:6]=[CH:5][C:4]([N+:1]([O-:3])=[O:2])=[CH:9][CH:8]=1)[OH:14])([C:33]([CH3:36])([CH3:35])[CH3:34])([C:27]1[CH:28]=[CH:29][CH:30]=[CH:31][CH:32]=1)[C:21]1[CH:26]=[CH:25][CH:24]=[CH:23][CH:22]=1, predict the reactants needed to synthesize it. The reactants are: [N+:1]([C:4]1[CH:9]=[CH:8][C:7]([CH:10]([OH:14])[CH2:11][CH2:12][OH:13])=[CH:6][CH:5]=1)([O-:3])=[O:2].N1C=CN=C1.[Si:20](Cl)([C:33]([CH3:36])([CH3:35])[CH3:34])([C:27]1[CH:32]=[CH:31][CH:30]=[CH:29][CH:28]=1)[C:21]1[CH:26]=[CH:25][CH:24]=[CH:23][CH:22]=1. (3) The reactants are: C([O:4][C:5]1[C:10]([CH2:11][N:12]([C:16]2[C:21]([F:22])=[C:20]([O:23][CH3:24])[CH:19]=[C:18]([O:25][CH3:26])[C:17]=2[F:27])[C:13](Cl)=[O:14])=[CH:9][N:8]=[C:7]2[N:28](CC3C=CC(OC)=CC=3)[N:29]=[CH:30][C:6]=12)C=C.C(O)CC.FC(F)(F)C(O)=O. Given the product [F:22][C:21]1[C:20]([O:23][CH3:24])=[CH:19][C:18]([O:25][CH3:26])=[C:17]([F:27])[C:16]=1[N:12]1[CH2:11][C:10]2[CH:9]=[N:8][C:7]3[NH:28][N:29]=[CH:30][C:6]=3[C:5]=2[O:4][C:13]1=[O:14], predict the reactants needed to synthesize it. (4) Given the product [C:19]([O:23][C:24](=[O:45])[N:25]([CH2:27][CH2:28][C:29]1[CH:34]=[CH:33][C:32]([Cl:35])=[C:31]([CH2:36][OH:37])[CH:30]=1)[CH3:26])([CH3:22])([CH3:20])[CH3:21], predict the reactants needed to synthesize it. The reactants are: CCCC[N+](CCCC)(CCCC)CCCC.[F-].[C:19]([O:23][C:24](=[O:45])[N:25]([CH2:27][CH2:28][C:29]1[CH:34]=[CH:33][C:32]([Cl:35])=[C:31]([C:36](C)(C)[O:37][SiH2]C(C)(C)C)[CH:30]=1)[CH3:26])([CH3:22])([CH3:21])[CH3:20].CCOC(C)=O.